This data is from Forward reaction prediction with 1.9M reactions from USPTO patents (1976-2016). The task is: Predict the product of the given reaction. (1) Given the reactants Br[C:2]1[C:10]2[C:5](=[CH:6][CH:7]=[C:8]([O:11][CH3:12])[CH:9]=2)[N:4]([CH3:13])[N:3]=1.[CH3:14][Sn:15]([CH3:21])([CH3:20])[Sn:15]([CH3:21])([CH3:20])[CH3:14], predict the reaction product. The product is: [CH3:12][O:11][C:8]1[CH:9]=[C:10]2[C:5](=[CH:6][CH:7]=1)[N:4]([CH3:13])[N:3]=[C:2]2[Sn:15]([CH3:21])([CH3:20])[CH3:14]. (2) The product is: [CH3:17][NH:18][C:3]([C:5]1[CH:13]=[CH:12][C:8]2[O:9][CH2:10][O:11][C:7]=2[C:6]=1[NH2:14])=[O:2]. Given the reactants C[O:2][C:3]([C:5]1[CH:13]=[CH:12][C:8]2[O:9][CH2:10][O:11][C:7]=2[C:6]=1[NH2:14])=O.CN.[C:17]([Cu])#[N:18], predict the reaction product. (3) The product is: [O:1]1[C:10]2[C:5](=[CH:6][CH:7]=[CH:8][CH:9]=2)[CH2:4][CH2:3][CH2:2]1. Given the reactants [O:1]1[C:10]2[C:5](=[CH:6][CH:7]=[CH:8][CH:9]=2)[C:4](=O)[CH2:3][CH2:2]1, predict the reaction product. (4) Given the reactants [Br:1][C:2]1[C:3](Cl)=[N:4][CH:5]=[C:6]([CH:10]=1)[C:7]([OH:9])=[O:8].[O-:12][CH2:13][CH3:14].[Na+].Cl, predict the reaction product. The product is: [Br:1][C:2]1[C:3]([O:12][CH2:13][CH3:14])=[N:4][CH:5]=[C:6]([CH:10]=1)[C:7]([OH:9])=[O:8]. (5) Given the reactants [Cl:1][C:2]1[CH:6]=[CH:5][S:4][C:3]=1[C:7](Cl)=[O:8].[N:10]#[C:11][NH2:12], predict the reaction product. The product is: [C:11]([NH:12][C:7]([C:3]1[S:4][CH:5]=[CH:6][C:2]=1[Cl:1])=[O:8])#[N:10]. (6) The product is: [Br:1][C:2]1[C:7]([F:8])=[CH:6][C:5]([N+:9]([O-:11])=[O:10])=[C:4]([CH:3]=1)[NH:22][C@@H:20]([C:16]1[CH:17]=[CH:18][CH:19]=[C:14]([F:13])[CH:15]=1)[CH3:21]. Given the reactants [Br:1][C:2]1[C:7]([F:8])=[CH:6][C:5]([N+:9]([O-:11])=[O:10])=[C:4](F)[CH:3]=1.[F:13][C:14]1[CH:15]=[C:16]([C@H:20]([NH2:22])[CH3:21])[CH:17]=[CH:18][CH:19]=1, predict the reaction product.